From a dataset of Full USPTO retrosynthesis dataset with 1.9M reactions from patents (1976-2016). Predict the reactants needed to synthesize the given product. (1) Given the product [Cl:1][C:2]1[CH:3]=[C:4]([C:12]2[N:17]=[CH:16][C:15]([C:18]3[C:19]([CH2:38][CH3:39])=[C:20]([CH:24]4[CH2:25][CH2:26][N:27]([CH2:30][CH2:31][CH2:32][C:33]([OH:35])=[O:34])[CH2:28][CH2:29]4)[CH:21]=[CH:22][CH:23]=3)=[CH:14][N:13]=2)[CH:5]=[CH:6][C:7]=1[O:8][CH:9]([CH3:11])[CH3:10], predict the reactants needed to synthesize it. The reactants are: [Cl:1][C:2]1[CH:3]=[C:4]([C:12]2[N:17]=[CH:16][C:15]([C:18]3[C:19]([CH2:38][CH3:39])=[C:20]([CH:24]4[CH2:29][CH2:28][N:27]([CH2:30][CH2:31][CH2:32][C:33]([O:35]CC)=[O:34])[CH2:26][CH2:25]4)[CH:21]=[CH:22][CH:23]=3)=[CH:14][N:13]=2)[CH:5]=[CH:6][C:7]=1[O:8][CH:9]([CH3:11])[CH3:10].[OH-].[Na+]. (2) Given the product [S:31]([N:1]1[C:9]2[C:8]([C:10]([O:12][CH3:13])=[O:11])=[CH:7][N:6]=[CH:5][C:4]=2[CH:3]=[CH:2]1)([C:28]1[CH:29]=[CH:30][C:25]([CH3:24])=[CH:26][CH:27]=1)(=[O:33])=[O:32], predict the reactants needed to synthesize it. The reactants are: [NH:1]1[C:9]2[C:8]([C:10]([O:12][CH3:13])=[O:11])=[CH:7][N:6]=[CH:5][C:4]=2[CH:3]=[CH:2]1.C[Si]([N-][Si](C)(C)C)(C)C.[K+].[CH3:24][C:25]1[CH:30]=[CH:29][C:28]([S:31](Cl)(=[O:33])=[O:32])=[CH:27][CH:26]=1.[NH4+].[Cl-].